Dataset: Full USPTO retrosynthesis dataset with 1.9M reactions from patents (1976-2016). Task: Predict the reactants needed to synthesize the given product. (1) The reactants are: CC(C)([O-])C.[Na+].[F:7][C:8]1[CH:9]=[C:10]2[C:16]3([CH2:21][CH2:20][N:19]([CH:22]4[CH2:27][CH2:26][NH:25][CH2:24][CH2:23]4)[CH2:18][CH2:17]3)[CH2:15][N:14]([C:28]([N:30]([CH3:32])[CH3:31])=[O:29])[C:11]2=[CH:12][CH:13]=1.I[C:34]1[CH:39]=[N:38][CH:37]=[CH:36][N:35]=1.O1CCOCC1. Given the product [F:7][C:8]1[CH:9]=[C:10]2[C:16]3([CH2:21][CH2:20][N:19]([CH:22]4[CH2:27][CH2:26][N:25]([C:34]5[CH:39]=[N:38][CH:37]=[CH:36][N:35]=5)[CH2:24][CH2:23]4)[CH2:18][CH2:17]3)[CH2:15][N:14]([C:28]([N:30]([CH3:32])[CH3:31])=[O:29])[C:11]2=[CH:12][CH:13]=1, predict the reactants needed to synthesize it. (2) Given the product [CH:9]1([NH:16][C:17]2[S:18][CH:2]([CH2:6][C:7]#[N:8])[C:3](=[O:5])[N:19]=2)[CH2:15][CH2:14][CH2:13][CH2:12][CH2:11][CH2:10]1, predict the reactants needed to synthesize it. The reactants are: N[C@@H:2]([CH2:6][C:7]#[N:8])[C:3]([OH:5])=O.[CH:9]1([NH:16][C:17]([NH2:19])=[S:18])[CH2:15][CH2:14][CH2:13][CH2:12][CH2:11][CH2:10]1. (3) Given the product [NH:1]1[CH2:6][CH2:5][O:4][C:3]2[N:7]=[CH:8][C:9]([C:11]3[N:12]=[C:13]([NH:20][C:21]4[CH:26]=[CH:25][C:24]([N:27]5[CH2:36][CH2:35][C:30](=[O:31])[CH2:29][CH2:28]5)=[C:23]([O:37][CH3:38])[CH:22]=4)[C:14]4[N:15]([CH:17]=[CH:18][N:19]=4)[CH:16]=3)=[CH:10][C:2]1=2, predict the reactants needed to synthesize it. The reactants are: [NH:1]1[CH2:6][CH2:5][O:4][C:3]2[N:7]=[CH:8][C:9]([C:11]3[N:12]=[C:13]([NH:20][C:21]4[CH:26]=[CH:25][C:24]([N:27]5[CH2:36][CH2:35][C:30]6(OCC[O:31]6)[CH2:29][CH2:28]5)=[C:23]([O:37][CH3:38])[CH:22]=4)[C:14]4[N:15]([CH:17]=[CH:18][N:19]=4)[CH:16]=3)=[CH:10][C:2]1=2.Cl.C(=O)(O)[O-].[Na+]. (4) Given the product [F:1][C:2]1[CH:13]=[C:12]([F:14])[C:11]([N+:15]([O-:17])=[O:16])=[CH:10][C:3]=1[OH:4], predict the reactants needed to synthesize it. The reactants are: [F:1][C:2]1[CH:13]=[C:12]([F:14])[CH:11]=[CH:10][C:3]=1[O:4]C(OCC)=O.[N+:15]([O-])([OH:17])=[O:16].C(=O)(O)[O-].[Na+]. (5) Given the product [CH2:1]([O:8][C@H:9]1[C@H:14]([O:15][CH2:16][C:17]2[CH:18]=[CH:19][CH:20]=[CH:21][CH:22]=2)[C@@H:13]([O:23][CH2:24][C:25]2[CH:30]=[CH:29][CH:28]=[CH:27][CH:26]=2)[C@@:12]([C:33]2[CH:38]=[CH:37][C:36]([CH3:39])=[C:35]([CH2:40][C:41]3[S:42][C:43]([C:46]4[CH:47]=[CH:48][C:49]([F:52])=[CH:50][CH:51]=4)=[CH:44][CH:45]=3)[CH:34]=2)([O:31][CH3:32])[O:11][C@@H:10]1[CH2:53][OH:54])[C:2]1[CH:3]=[CH:4][CH:5]=[CH:6][CH:7]=1, predict the reactants needed to synthesize it. The reactants are: [CH2:1]([O:8][C@H:9]1[C@H:14]([O:15][CH2:16][C:17]2[CH:22]=[CH:21][CH:20]=[CH:19][CH:18]=2)[C@@H:13]([O:23][CH2:24][C:25]2[CH:30]=[CH:29][CH:28]=[CH:27][CH:26]=2)[C@@:12]([C:33]2[CH:38]=[CH:37][C:36]([CH3:39])=[C:35]([CH2:40][C:41]3[S:42][C:43]([C:46]4[CH:51]=[CH:50][C:49]([F:52])=[CH:48][CH:47]=4)=[CH:44][CH:45]=3)[CH:34]=2)([O:31][CH3:32])[O:11][C@@H:10]1[CH2:53][O:54][Si](C(C)(C)C)(C)C)[C:2]1[CH:7]=[CH:6][CH:5]=[CH:4][CH:3]=1.C(Cl)(=O)C.